From a dataset of Full USPTO retrosynthesis dataset with 1.9M reactions from patents (1976-2016). Predict the reactants needed to synthesize the given product. (1) Given the product [CH3:1][O:2][C:3]1[CH:4]=[C:5]([C@H:11]([N:24]2[C:32](=[O:33])[C:31]3[C:26](=[CH:27][CH:28]=[CH:29][C:30]=3[N:34]3[CH2:39][CH2:38][N:37]([CH2:50][C:47]4[CH:48]=[CH:49][O:45][CH:46]=4)[CH2:36][CH2:35]3)[C:25]2=[O:40])[CH2:12][CH2:13][CH2:14][NH:15][S:16]([C:19]2[S:20][CH:21]=[CH:22][CH:23]=2)(=[O:18])=[O:17])[CH:6]=[CH:7][C:8]=1[O:9][CH3:10], predict the reactants needed to synthesize it. The reactants are: [CH3:1][O:2][C:3]1[CH:4]=[C:5]([C@H:11]([N:24]2[C:32](=[O:33])[C:31]3[C:26](=[CH:27][CH:28]=[CH:29][C:30]=3[N:34]3[CH2:39][CH2:38][NH:37][CH2:36][CH2:35]3)[C:25]2=[O:40])[CH2:12][CH2:13][CH2:14][NH:15][S:16]([C:19]2[S:20][CH:21]=[CH:22][CH:23]=2)(=[O:18])=[O:17])[CH:6]=[CH:7][C:8]=1[O:9][CH3:10].ClC(Cl)C.[O:45]1[CH:49]=[CH:48][C:47]([CH:50]=O)=[CH:46]1.C(O[BH-](OC(=O)C)OC(=O)C)(=O)C.C[N+](C)(C)C. (2) Given the product [Cl:1][C:2]1[C:10]2[N:9]=[N:8][N:7]([CH2:11][CH:12]3[CH2:13][CH2:14]3)[C:6]=2[CH:5]=[CH:4][C:3]=1[C:15]1[CH:16]=[CH:17][C:18]([CH2:19][NH:24][CH2:25][C:26]([O:28][CH2:29][CH3:30])=[O:27])=[CH:21][CH:22]=1, predict the reactants needed to synthesize it. The reactants are: [Cl:1][C:2]1[C:10]2[N:9]=[N:8][N:7]([CH2:11][CH:12]3[CH2:14][CH2:13]3)[C:6]=2[CH:5]=[CH:4][C:3]=1[C:15]1[CH:22]=[CH:21][C:18]([CH:19]=O)=[CH:17][CH:16]=1.Cl.[NH2:24][CH2:25][C:26]([O:28][CH2:29][CH3:30])=[O:27].C(O)(=O)C.C(O[BH-](OC(=O)C)OC(=O)C)(=O)C.[Na+]. (3) Given the product [NH2:14][C:9]1[C:8]2=[C:7]([C:15]3[CH:20]=[CH:19][C:18]([NH:21][C:22]([NH:24][C:25]4[CH:30]=[C:29]([C:31]([F:34])([F:33])[F:32])[CH:28]=[CH:27][C:26]=4[F:35])=[O:23])=[CH:17][CH:16]=3)[CH:6]=[C:5]([C:3](=[O:4])[CH2:2][N:36]3[CH2:41][CH2:40][O:39][CH2:38][CH2:37]3)[N:13]2[N:12]=[CH:11][N:10]=1, predict the reactants needed to synthesize it. The reactants are: Br[CH2:2][C:3]([C:5]1[N:13]2[C:8]([C:9]([NH2:14])=[N:10][CH:11]=[N:12]2)=[C:7]([C:15]2[CH:20]=[CH:19][C:18]([NH:21][C:22]([NH:24][C:25]3[CH:30]=[C:29]([C:31]([F:34])([F:33])[F:32])[CH:28]=[CH:27][C:26]=3[F:35])=[O:23])=[CH:17][CH:16]=2)[CH:6]=1)=[O:4].[NH:36]1[CH2:41][CH2:40][O:39][CH2:38][CH2:37]1. (4) Given the product [ClH:18].[ClH:17].[N:22]1[CH:23]=[CH:24][C:19]([N:7]2[CH2:6][CH2:5][C:4]3([CH2:1][NH:2][CH2:3]3)[CH2:9][CH2:8]2)=[CH:20][CH:21]=1, predict the reactants needed to synthesize it. The reactants are: [CH2:1]1[C:4]2([CH2:9][CH2:8][NH:7][CH2:6][CH2:5]2)[CH2:3][N:2]1C(OC(C)(C)C)=O.[Cl-:17].[Cl:18][C:19]1[CH:24]=[CH:23][NH+:22]=[CH:21][CH:20]=1. (5) Given the product [C:1]([C:5]1[O:9][N:8]=[C:7]([C:10]2[CH:15]=[C:14]([O:25][CH:23]([CH3:24])[CH2:22][O:21][CH3:20])[C:13]([CH:17]3[CH2:19][CH2:18]3)=[CH:12][N:11]=2)[N:6]=1)([CH3:4])([CH3:3])[CH3:2], predict the reactants needed to synthesize it. The reactants are: [C:1]([C:5]1[O:9][N:8]=[C:7]([C:10]2[CH:15]=[C:14](Cl)[C:13]([CH:17]3[CH2:19][CH2:18]3)=[CH:12][N:11]=2)[N:6]=1)([CH3:4])([CH3:3])[CH3:2].[CH3:20][O:21][CH2:22][CH:23]([OH:25])[CH3:24]. (6) Given the product [NH2:11][C:10]1[C:2]([CH3:1])=[CH:3][C:4]2[S:8][CH:7]=[N:6][C:5]=2[CH:9]=1, predict the reactants needed to synthesize it. The reactants are: [CH3:1][C:2]1[C:10]([N+:11]([O-])=O)=[CH:9][C:5]2[N:6]=[CH:7][S:8][C:4]=2[CH:3]=1.[OH-].[Na+].